This data is from Reaction yield outcomes from USPTO patents with 853,638 reactions. The task is: Predict the reaction yield, written as a fraction of the theoretical maximum amount of product (1.0 means a 100% yield; for example, 0.34 means a 34% yield). (1) The reactants are [F:1][C:2]1[CH:7]=[C:6]([O:8][C:9]2[CH:14]=[CH:13][N:12]=[C:11]([NH:15][C:16]([N:18]([CH3:26])[CH:19]3[CH2:24][CH2:23][N:22]([CH3:25])[CH2:21][CH2:20]3)=[O:17])[CH:10]=2)[CH:5]=[CH:4][C:3]=1[NH:27][C:28]([C:30]1([C:33](O)=[O:34])[CH2:32][CH2:31]1)=[O:29].[CH:36]1([NH2:41])[CH2:40][CH2:39][CH2:38][CH2:37]1.C(N(CC)CC)C.F[P-](F)(F)(F)(F)F.N1(O[P+](N(C)C)(N(C)C)N(C)C)C2C=CC=CC=2N=N1. The catalyst is CN(C)C=O. The product is [CH:36]1([NH:41][C:33]([C:30]2([C:28]([NH:27][C:3]3[CH:4]=[CH:5][C:6]([O:8][C:9]4[CH:14]=[CH:13][N:12]=[C:11]([NH:15][C:16]([N:18]([CH3:26])[CH:19]5[CH2:24][CH2:23][N:22]([CH3:25])[CH2:21][CH2:20]5)=[O:17])[CH:10]=4)=[CH:7][C:2]=3[F:1])=[O:29])[CH2:32][CH2:31]2)=[O:34])[CH2:40][CH2:39][CH2:38][CH2:37]1. The yield is 0.510. (2) The reactants are [NH2:1][CH2:2][C:3]1[N:7]=[C:6]([C@H:8]([CH2:17][CH2:18][CH2:19][CH:20]2[CH2:25][CH2:24][CH2:23][CH2:22][CH2:21]2)[CH2:9][C:10]([O:12][C:13]([CH3:16])([CH3:15])[CH3:14])=[O:11])[O:5][N:4]=1.N1C(C)=CC=CC=1C.[CH:34]([S:37](Cl)(=[O:39])=[O:38])([CH3:36])[CH3:35]. The catalyst is C(Cl)Cl. The product is [CH:20]1([CH2:19][CH2:18][CH2:17][C@@H:8]([C:6]2[O:5][N:4]=[C:3]([CH2:2][NH:1][S:37]([CH:34]([CH3:36])[CH3:35])(=[O:39])=[O:38])[N:7]=2)[CH2:9][C:10]([O:12][C:13]([CH3:15])([CH3:16])[CH3:14])=[O:11])[CH2:21][CH2:22][CH2:23][CH2:24][CH2:25]1. The yield is 0.560. (3) The reactants are [F-].C([N+](CCCC)(CCCC)CCCC)CCC.[CH3:19][O:20][C:21](=[O:61])[CH2:22][C:23]1[CH:28]=[CH:27][C:26]([C:29]2[CH:34]=[CH:33][C:32]([C:35]([CH2:58][CH3:59])([C:38]3[CH:43]=[CH:42][C:41]([C:44]#[C:45][C:46]4([O:52][Si](C)(C)C)[CH2:51][CH2:50][O:49][CH2:48][CH2:47]4)=[C:40]([CH3:57])[CH:39]=3)[CH2:36][CH3:37])=[CH:31][C:30]=2[CH3:60])=[CH:25][CH:24]=1. The catalyst is O1CCCC1.C(OCC)(=O)C. The product is [CH3:19][O:20][C:21](=[O:61])[CH2:22][C:23]1[CH:24]=[CH:25][C:26]([C:29]2[CH:34]=[CH:33][C:32]([C:35]([CH2:36][CH3:37])([C:38]3[CH:43]=[CH:42][C:41]([C:44]#[C:45][C:46]4([OH:52])[CH2:51][CH2:50][O:49][CH2:48][CH2:47]4)=[C:40]([CH3:57])[CH:39]=3)[CH2:58][CH3:59])=[CH:31][C:30]=2[CH3:60])=[CH:27][CH:28]=1. The yield is 0.900. (4) The reactants are Cl.[NH2:2][CH2:3][C@@H:4]1[O:8][C:7](=[O:9])[N:6]([C:10]2[CH:15]=[C:14]([F:16])[C:13]([CH:17]3[CH:22]=[CH:21][S:20](=[O:24])(=[O:23])[CH2:19][CH2:18]3)=[C:12]([F:25])[CH:11]=2)[CH2:5]1.[F:26][CH:27]([F:33])[C:28](OCC)=[O:29].C(N(CC)CC)C. The catalyst is CO. The product is [O:24]=[S:20]1(=[O:23])[CH:19]=[CH:18][CH:17]([C:13]2[C:14]([F:16])=[CH:15][C:10]([N:6]3[CH2:5][C@H:4]([CH2:3][NH:2][C:28](=[O:29])[CH:27]([F:33])[F:26])[O:8][C:7]3=[O:9])=[CH:11][C:12]=2[F:25])[CH2:22][CH2:21]1. The yield is 0.800.